Dataset: Peptide-MHC class I binding affinity with 185,985 pairs from IEDB/IMGT. Task: Regression. Given a peptide amino acid sequence and an MHC pseudo amino acid sequence, predict their binding affinity value. This is MHC class I binding data. (1) The peptide sequence is DLLFKLLEYS. The MHC is H-2-Db with pseudo-sequence H-2-Db. The binding affinity (normalized) is 0.249. (2) The peptide sequence is EVIRATYPS. The MHC is HLA-A24:03 with pseudo-sequence HLA-A24:03. The binding affinity (normalized) is 0.0847.